This data is from Full USPTO retrosynthesis dataset with 1.9M reactions from patents (1976-2016). The task is: Predict the reactants needed to synthesize the given product. Given the product [F:19][C:20]([F:25])([F:24])[C:21]([OH:23])=[O:22].[NH2:7][C@H:8]1[CH2:13][CH2:12][C@H:11]([CH2:14][CH2:15][C:16]#[N:17])[CH2:10][CH2:9]1, predict the reactants needed to synthesize it. The reactants are: C(OC(=O)[NH:7][C@H:8]1[CH2:13][CH2:12][C@H:11]([CH2:14][CH2:15][C:16]#[N:17])[CH2:10][CH2:9]1)(C)(C)C.[F:19][C:20]([F:25])([F:24])[C:21]([OH:23])=[O:22].